Dataset: Reaction yield outcomes from USPTO patents with 853,638 reactions. Task: Predict the reaction yield, written as a fraction of the theoretical maximum amount of product (1.0 means a 100% yield; for example, 0.34 means a 34% yield). (1) The reactants are [CH3:1][O:2][C:3]([C:5]1[S:6][C:7]([C:26]#[C:27][C:28]([CH3:31])([CH3:30])[CH3:29])=[CH:8][C:9]=1[N:10]1[C@H:15]([CH:16]2[CH2:21][CH2:20][CH2:19][CH2:18][CH2:17]2)[CH2:14][O:13][C@H:12]([CH2:22][CH:23]=[O:24])[C:11]1=[O:25])=[O:4].[CH3:32][Mg+].[Br-]. The catalyst is C1COCC1. The product is [CH3:1][O:2][C:3]([C:5]1[S:6][C:7]([C:26]#[C:27][C:28]([CH3:31])([CH3:30])[CH3:29])=[CH:8][C:9]=1[N:10]1[C@H:15]([CH:16]2[CH2:21][CH2:20][CH2:19][CH2:18][CH2:17]2)[CH2:14][O:13][C@H:12]([CH2:22][C@H:23]([OH:24])[CH3:32])[C:11]1=[O:25])=[O:4].[CH3:1][O:2][C:3]([C:5]1[S:6][C:7]([C:26]#[C:27][C:28]([CH3:31])([CH3:30])[CH3:29])=[CH:8][C:9]=1[N:10]1[C@H:15]([CH:16]2[CH2:21][CH2:20][CH2:19][CH2:18][CH2:17]2)[CH2:14][O:13][C@H:12]([CH2:22][C@@H:23]([OH:24])[CH3:32])[C:11]1=[O:25])=[O:4]. The yield is 0.290. (2) The reactants are [CH3:1][C:2]1[N:7]=[C:6]2[S:8][C:9]([NH:11]C(=O)OCC)=[N:10][C:5]2=[N:4][CH:3]=1.[OH-].[Na+].Cl. No catalyst specified. The product is [CH3:1][C:2]1[N:7]=[C:6]2[S:8][C:9]([NH2:11])=[N:10][C:5]2=[N:4][CH:3]=1. The yield is 0.506. (3) The reactants are [C:1]([O:4][C@H:5]1[C@H:11]([O:12][C:13](=[O:15])[CH3:14])[C@@H:10]([O:16][C:17](=[O:19])[CH3:18])[C@:9]2([C:21]3[CH:26]=[CH:25][C:24]([Cl:27])=[C:23]([CH2:28][C:29]4[CH:34]=[CH:33][C:32]([O:35]CC=C)=[CH:31][CH:30]=4)[CH:22]=3)[O:20][C@@:6]1([CH2:39][O:40][C:41](=[O:43])[CH3:42])[CH2:7][O:8]2)(=[O:3])[CH3:2].CN1C(=O)CC(=O)N(C)C1=O. The catalyst is C1COCC1.C1C=CC([P]([Pd]([P](C2C=CC=CC=2)(C2C=CC=CC=2)C2C=CC=CC=2)([P](C2C=CC=CC=2)(C2C=CC=CC=2)C2C=CC=CC=2)[P](C2C=CC=CC=2)(C2C=CC=CC=2)C2C=CC=CC=2)(C2C=CC=CC=2)C2C=CC=CC=2)=CC=1. The product is [C:1]([O:4][C@H:5]1[C@H:11]([O:12][C:13](=[O:15])[CH3:14])[C@@H:10]([O:16][C:17](=[O:19])[CH3:18])[C@:9]2([C:21]3[CH:26]=[CH:25][C:24]([Cl:27])=[C:23]([CH2:28][C:29]4[CH:30]=[CH:31][C:32]([OH:35])=[CH:33][CH:34]=4)[CH:22]=3)[O:20][C@@:6]1([CH2:39][O:40][C:41](=[O:43])[CH3:42])[CH2:7][O:8]2)(=[O:3])[CH3:2]. The yield is 0.940. (4) The reactants are [CH2:1]([O:3][C:4](=[O:25])[C:5]1[CH:10]=[CH:9][CH:8]=[C:7]([N:11]2[C:15]([CH3:16])=[CH:14][CH:13]=[C:12]2[C:17]2[CH:22]=[C:21]([Br:23])[CH:20]=[CH:19][C:18]=2[OH:24])[CH:6]=1)[CH3:2].C([O-])([O-])=O.[K+].[K+].[Cl:32][C:33]1[CH:40]=[CH:39][C:36]([CH2:37]Br)=[CH:35][CH:34]=1. The catalyst is CN(C=O)C. The product is [CH2:1]([O:3][C:4](=[O:25])[C:5]1[CH:10]=[CH:9][CH:8]=[C:7]([N:11]2[C:15]([CH3:16])=[CH:14][CH:13]=[C:12]2[C:17]2[CH:22]=[C:21]([Br:23])[CH:20]=[CH:19][C:18]=2[O:24][CH2:37][C:36]2[CH:39]=[CH:40][C:33]([Cl:32])=[CH:34][CH:35]=2)[CH:6]=1)[CH3:2]. The yield is 0.740. (5) The reactants are [CH3:1][C:2]1([CH3:16])[O:15][C:6]2=[C:7]([CH3:14])[N:8]=[CH:9][C:10]([CH2:11][CH2:12][NH2:13])=[C:5]2[CH2:4][O:3]1.[C:17]([C:19]1[CH:20]=[C:21]([CH:25]=[CH:26][CH:27]=1)[C:22](O)=[O:23])#[N:18]. No catalyst specified. The product is [C:17]([C:19]1[CH:20]=[C:21]([CH:25]=[CH:26][CH:27]=1)[C:22]([NH:13][CH2:12][CH2:11][C:10]1[CH:9]=[N:8][C:7]([CH3:14])=[C:6]2[O:15][C:2]([CH3:16])([CH3:1])[O:3][CH2:4][C:5]=12)=[O:23])#[N:18]. The yield is 0.700. (6) The reactants are [S:1]1[CH:5]=[CH:4][C:3]([NH:6][C:7](=O)[CH2:8][CH2:9][CH2:10][CH3:11])=[CH:2]1.[H-].[H-].[H-].[H-].[Li+].[Al+3]. The catalyst is C1COCC1. The product is [CH2:7]([NH:6][C:3]1[CH:4]=[CH:5][S:1][CH:2]=1)[CH2:8][CH2:9][CH2:10][CH3:11]. The yield is 0.790.